Task: Predict the reactants needed to synthesize the given product.. Dataset: Full USPTO retrosynthesis dataset with 1.9M reactions from patents (1976-2016) (1) Given the product [CH3:29][NH:30][C:25](=[O:27])[CH2:24][CH2:23][CH2:22][O:21][C:8]1[CH:9]=[CH:10][C:11]2[C:12]([CH2:16][C:17]([CH3:20])([CH3:19])[CH3:18])=[N:13][O:14][C:15]=2[C:7]=1[CH2:4][CH2:5][CH3:6], predict the reactants needed to synthesize it. The reactants are: C(Cl)Cl.[CH2:4]([C:7]1[C:15]2[O:14][N:13]=[C:12]([CH2:16][C:17]([CH3:20])([CH3:19])[CH3:18])[C:11]=2[CH:10]=[CH:9][C:8]=1[O:21][CH2:22][CH2:23][CH2:24][C:25]([OH:27])=O)[CH2:5][CH3:6].C1N=C[N:30](C(N2C=NC=C2)=O)[CH:29]=1.CN. (2) Given the product [N+:1]([C:4]1[CH:12]=[CH:11][CH:10]=[C:9]2[C:5]=1[CH:6]=[N:7][N:8]2[C:17]1[CH:18]=[N:19][C:14]([F:13])=[CH:15][CH:16]=1)([O-:3])=[O:2], predict the reactants needed to synthesize it. The reactants are: [N+:1]([C:4]1[CH:12]=[CH:11][CH:10]=[C:9]2[C:5]=1[CH:6]=[N:7][NH:8]2)([O-:3])=[O:2].[F:13][C:14]1[N:19]=[CH:18][C:17](B(O)O)=[CH:16][CH:15]=1.ClCCl.